Dataset: Forward reaction prediction with 1.9M reactions from USPTO patents (1976-2016). Task: Predict the product of the given reaction. Given the reactants [C:1]([P:6](Cl)[C:7]([CH2:10][CH3:11])([CH3:9])[CH3:8])([CH2:4][CH3:5])([CH3:3])[CH3:2].[CH:13]1(Cl)[CH2:18][CH2:17][CH2:16][CH2:15][CH2:14]1.[Mg].S(=O)(=O)(O)O, predict the reaction product. The product is: [C:1]([P:6]([C:7]([CH2:10][CH3:11])([CH3:9])[CH3:8])[CH:13]1[CH2:18][CH2:17][CH2:16][CH2:15][CH2:14]1)([CH2:4][CH3:5])([CH3:3])[CH3:2].